Dataset: Forward reaction prediction with 1.9M reactions from USPTO patents (1976-2016). Task: Predict the product of the given reaction. (1) Given the reactants [CH3:1][N:2]1[C:11]2[C:6](=[CH:7][C:8]([NH2:12])=[CH:9][CH:10]=2)[CH2:5][CH2:4][CH2:3]1.C(N(CC)C(C)C)(C)C.Br[CH2:23][C:24]1[CH:34]=[CH:33][C:32]([O:35][CH3:36])=[CH:31][C:25]=1[C:26](OCC)=[O:27].O[Li].O, predict the reaction product. The product is: [CH3:36][O:35][C:32]1[CH:31]=[C:25]2[C:24]([CH2:23][N:12]([C:8]3[CH:7]=[C:6]4[C:11](=[CH:10][CH:9]=3)[N:2]([CH3:1])[CH2:3][CH2:4][CH2:5]4)[C:26]2=[O:27])=[CH:34][CH:33]=1. (2) The product is: [Cl:1][C:2]1[CH:3]=[C:4]([C:8]2[CH:13]=[CH:12][C:11]([NH:14][CH:15]3[CH2:20][CH2:19][N:18]([C:21]4[N:22]=[CH:23][CH:24]=[CH:25][N:26]=4)[CH2:17][CH2:16]3)=[C:10]([NH2:27])[CH:9]=2)[CH:5]=[CH:6][CH:7]=1. Given the reactants [Cl:1][C:2]1[CH:3]=[C:4]([C:8]2[CH:13]=[CH:12][C:11]([NH:14][CH:15]3[CH2:20][CH2:19][N:18]([C:21]4[N:26]=[CH:25][CH:24]=[CH:23][N:22]=4)[CH2:17][CH2:16]3)=[C:10]([N+:27]([O-])=O)[CH:9]=2)[CH:5]=[CH:6][CH:7]=1, predict the reaction product.